Dataset: Full USPTO retrosynthesis dataset with 1.9M reactions from patents (1976-2016). Task: Predict the reactants needed to synthesize the given product. (1) Given the product [Cl:1][C:2]1[CH:3]=[N:4][CH:5]=[C:6]([Cl:20])[C:7]=1[S:8][C:9]1[S:13][C:12]([C:14]([NH:29][C:26]2[CH:27]=[CH:28][C:23]([O:22][CH3:21])=[CH:24][CH:25]=2)=[O:15])=[CH:11][C:10]=1[N+:17]([O-:19])=[O:18], predict the reactants needed to synthesize it. The reactants are: [Cl:1][C:2]1[CH:3]=[N:4][CH:5]=[C:6]([Cl:20])[C:7]=1[S:8][C:9]1[S:13][C:12]([C:14](Cl)=[O:15])=[CH:11][C:10]=1[N+:17]([O-:19])=[O:18].[CH3:21][O:22][C:23]1[CH:28]=[CH:27][C:26]([NH2:29])=[CH:25][CH:24]=1. (2) Given the product [CH3:26][C:21]([NH:20][C:14]([C:12]1[CH:11]=[CH:10][C:9]([CH:17]2[CH2:19][CH2:18]2)=[C:8]([C:4]2[CH:5]=[CH:6][CH:7]=[C:2]([Cl:1])[CH:3]=2)[N:13]=1)=[O:16])([C:22](=[O:23])[NH:24][CH3:25])[CH3:27], predict the reactants needed to synthesize it. The reactants are: [Cl:1][C:2]1[CH:3]=[C:4]([C:8]2[N:13]=[C:12]([C:14]([OH:16])=O)[CH:11]=[CH:10][C:9]=2[CH:17]2[CH2:19][CH2:18]2)[CH:5]=[CH:6][CH:7]=1.[NH2:20][C:21]([CH3:27])([CH3:26])[C:22]([NH:24][CH3:25])=[O:23].